This data is from Catalyst prediction with 721,799 reactions and 888 catalyst types from USPTO. The task is: Predict which catalyst facilitates the given reaction. (1) Reactant: [NH2:1][C:2]1[N:6]([C:7]2[CH:12]=[CH:11][CH:10]=[CH:9][CH:8]=2)[N:5]=[C:4]([S:13][CH3:14])[C:3]=1[C:15]([O:17]CC)=[O:16].[OH-].[Li+]. Product: [NH2:1][C:2]1[N:6]([C:7]2[CH:12]=[CH:11][CH:10]=[CH:9][CH:8]=2)[N:5]=[C:4]([S:13][CH3:14])[C:3]=1[C:15]([OH:17])=[O:16]. The catalyst class is: 24. (2) Reactant: [CH3:1][C:2]([CH3:37])([CH3:36])[C@H:3]([NH:10][C:11]([C:13]1[N:14]=[C:15]([C:30]2[CH:35]=[CH:34][CH:33]=[CH:32][CH:31]=2)[N:16]2[CH2:22][CH2:21][CH2:20][N:19](C(OC(C)(C)C)=O)[CH2:18][C:17]=12)=[O:12])[C:4]1[O:8][N:7]=[C:6]([CH3:9])[N:5]=1.FC(F)(F)C(O)=O. Product: [CH3:1][C:2]([CH3:37])([CH3:36])[C@H:3]([NH:10][C:11]([C:13]1[N:14]=[C:15]([C:30]2[CH:31]=[CH:32][CH:33]=[CH:34][CH:35]=2)[N:16]2[CH2:22][CH2:21][CH2:20][NH:19][CH2:18][C:17]=12)=[O:12])[C:4]1[O:8][N:7]=[C:6]([CH3:9])[N:5]=1. The catalyst class is: 98. (3) Product: [NH:18]([C:12](=[O:14])[CH2:11][CH2:10][CH2:9][NH:8][C:6](=[O:7])[O:5][C:1]([CH3:4])([CH3:3])[CH3:2])[NH2:19]. Reactant: [C:1]([O:5][C:6]([NH:8][CH2:9][CH2:10][CH2:11][C:12]([O:14]CC)=O)=[O:7])([CH3:4])([CH3:3])[CH3:2].O.[NH2:18][NH2:19]. The catalyst class is: 8. (4) Reactant: [F:1][C:2]1[CH:7]=[CH:6][CH:5]=[C:4]([F:8])[C:3]=1[N:9]1[C:14]2[N:15]=[C:16](S(C)=O)[N:17]=[C:18]([C:19]3[CH:20]=[C:21]([CH:32]=[CH:33][C:34]=3[CH3:35])[C:22]([NH:24][C:25]3[CH:30]=[CH:29][C:28]([F:31])=[CH:27][CH:26]=3)=[O:23])[C:13]=2[CH2:12][NH:11][C:10]1=[O:39].[CH2:40]([N:42]([CH2:47][CH3:48])[CH2:43][CH2:44][CH2:45][NH2:46])[CH3:41]. Product: [CH2:40]([N:42]([CH2:47][CH3:48])[CH2:43][CH2:44][CH2:45][NH:46][C:16]1[N:17]=[C:18]([C:19]2[CH:20]=[C:21]([CH:32]=[CH:33][C:34]=2[CH3:35])[C:22]([NH:24][C:25]2[CH:30]=[CH:29][C:28]([F:31])=[CH:27][CH:26]=2)=[O:23])[C:13]2[CH2:12][NH:11][C:10](=[O:39])[N:9]([C:3]3[C:2]([F:1])=[CH:7][CH:6]=[CH:5][C:4]=3[F:8])[C:14]=2[N:15]=1)[CH3:41]. The catalyst class is: 1. (5) Reactant: [H-].[Na+].[S:3]1[CH:7]=[CH:6][CH:5]=[C:4]1[CH2:8][OH:9].Br[CH2:11][C:12]([C:14]12[CH2:23][CH:18]3[CH2:19][CH:20]([CH2:22][CH:16]([CH2:17]3)[CH2:15]1)[CH2:21]2)=[O:13]. Product: [C:14]12([C:12](=[O:13])[CH2:11][O:9][CH2:8][C:4]3[S:3][CH:7]=[CH:6][CH:5]=3)[CH2:21][CH:20]3[CH2:19][CH:18]([CH2:17][CH:16]([CH2:22]3)[CH2:15]1)[CH2:23]2. The catalyst class is: 1. (6) Reactant: [CH3:1][C:2]1[N:3]=[C:4]([C:12]2[CH:17]=[CH:16][CH:15]=[C:14]([C:18]([F:21])([F:20])[F:19])[CH:13]=2)[N:5]2[C:10]=1[CH2:9][NH:8][C:7]([NH2:11])=[N:6]2. Product: [CH3:1][C:2]1[N:3]=[C:4]([C:12]2[CH:17]=[CH:16][CH:15]=[C:14]([C:18]([F:21])([F:19])[F:20])[CH:13]=2)[N:5]2[C:10]=1[CH:9]=[N:8][C:7]([NH2:11])=[N:6]2. The catalyst class is: 50. (7) Reactant: [H-].[Al+3].[Li+].[H-].[H-].[H-].[F:7][C:8]([F:26])([F:25])[C:9]1[CH:14]=[CH:13][CH:12]=[CH:11][C:10]=1[C:15]1[C:24]2[C:19](=[CH:20][CH:21]=[CH:22][CH:23]=2)[CH2:18][CH2:17][N:16]=1.[C@H](O)(C([O-])=O)[C@@H](O)C([O-])=O.[Na+].[K+].S([O-])([O-])(=O)=O.[Mg+2]. Product: [F:26][C:8]([F:7])([F:25])[C:9]1[CH:14]=[CH:13][CH:12]=[CH:11][C:10]=1[CH:15]1[C:24]2[C:19](=[CH:20][CH:21]=[CH:22][CH:23]=2)[CH2:18][CH2:17][NH:16]1. The catalyst class is: 1.